The task is: Predict the reactants needed to synthesize the given product.. This data is from Full USPTO retrosynthesis dataset with 1.9M reactions from patents (1976-2016). (1) Given the product [C:10]1([C:8]2[O:9][C:5]3[CH:4]=[C:3]([N:20]([CH3:25])[S:21]([CH3:24])(=[O:23])=[O:22])[C:2]([B:26]4[O:30][C:29]([CH3:32])([CH3:31])[C:28]([CH3:34])([CH3:33])[O:27]4)=[CH:19][C:6]=3[C:7]=2[C:15]([NH:17][CH3:18])=[O:16])[CH2:14][CH2:13][CH2:12][CH:11]=1, predict the reactants needed to synthesize it. The reactants are: Br[C:2]1[C:3]([N:20]([CH3:25])[S:21]([CH3:24])(=[O:23])=[O:22])=[CH:4][C:5]2[O:9][C:8]([C:10]3[CH2:14][CH2:13][CH2:12][CH:11]=3)=[C:7]([C:15]([NH:17][CH3:18])=[O:16])[C:6]=2[CH:19]=1.[B:26]1([B:26]2[O:30][C:29]([CH3:32])([CH3:31])[C:28]([CH3:34])([CH3:33])[O:27]2)[O:30][C:29]([CH3:32])([CH3:31])[C:28]([CH3:34])([CH3:33])[O:27]1.CC(O[K])=O. (2) The reactants are: [CH2:1]([NH:8][C:9]1[CH2:13][O:12][C:11](=[O:14])[CH:10]=1)[C:2]1[CH:7]=[CH:6][CH:5]=[CH:4][CH:3]=1.[OH-].[Na+].[CH2:17](Cl)[C:18]1[CH:23]=[CH:22][CH:21]=[CH:20][CH:19]=1. Given the product [CH2:1]([N:8]([CH2:17][C:18]1[CH:23]=[CH:22][CH:21]=[CH:20][CH:19]=1)[C:9]1[CH2:13][O:12][C:11](=[O:14])[CH:10]=1)[C:2]1[CH:3]=[CH:4][CH:5]=[CH:6][CH:7]=1, predict the reactants needed to synthesize it. (3) Given the product [C:34]([N:37]1[CH2:42][CH2:41][N:40]([CH2:32][C:29]2[CH:30]=[N:31][C:26]([C:24]3[NH:25][C:21]([CH:13]([C:10]4[CH:9]=[CH:8][C:7]([S:4]([CH:1]5[CH2:3][CH2:2]5)(=[O:6])=[O:5])=[CH:12][CH:11]=4)[CH2:14][CH:15]4[CH2:16][CH2:17][O:18][CH2:19][CH2:20]4)=[CH:22][CH:23]=3)=[CH:27][CH:28]=2)[C@@H:39]([CH3:43])[CH2:38]1)(=[O:36])[CH3:35], predict the reactants needed to synthesize it. The reactants are: [CH:1]1([S:4]([C:7]2[CH:12]=[CH:11][C:10]([CH:13]([C:21]3[NH:25][C:24]([C:26]4[N:31]=[CH:30][C:29]([CH:32]=O)=[CH:28][CH:27]=4)=[CH:23][CH:22]=3)[CH2:14][CH:15]3[CH2:20][CH2:19][O:18][CH2:17][CH2:16]3)=[CH:9][CH:8]=2)(=[O:6])=[O:5])[CH2:3][CH2:2]1.[C:34]([N:37]1[CH2:42][CH2:41][NH:40][C@@H:39]([CH3:43])[CH2:38]1)(=[O:36])[CH3:35].C(O[BH-](OC(=O)C)OC(=O)C)(=O)C.[Na+].